This data is from Forward reaction prediction with 1.9M reactions from USPTO patents (1976-2016). The task is: Predict the product of the given reaction. (1) The product is: [O:4]1[C:5]2([CH2:10][CH2:9][CH:8]([O:11][C:12]3[N:17]=[C:16]([C:18]([F:20])([F:21])[F:19])[N:15]=[C:14]([C:22]([CH3:28])([CH3:27])[CH2:23][OH:24])[CH:13]=3)[CH2:7][CH2:6]2)[O:1][CH2:2][CH2:3]1. Given the reactants [O:1]1[C:5]2([CH2:10][CH2:9][CH:8]([O:11][C:12]3[N:17]=[C:16]([C:18]([F:21])([F:20])[F:19])[N:15]=[C:14]([C:22]([CH3:28])([CH3:27])[C:23](OC)=[O:24])[CH:13]=3)[CH2:7][CH2:6]2)[O:4][CH2:3][CH2:2]1.O1CCCC1.[BH4-].[Na+].CO, predict the reaction product. (2) The product is: [Cl:1][C:2]1[CH:7]=[CH:6][C:5]([C:13]2[N:18]=[C:17]([NH2:19])[N:16]=[C:15]([NH:20][CH3:21])[CH:14]=2)=[CH:4][C:3]=1[F:11]. Given the reactants [Cl:1][C:2]1[CH:7]=[CH:6][C:5](B(O)O)=[CH:4][C:3]=1[F:11].I[C:13]1[N:18]=[C:17]([NH2:19])[N:16]=[C:15]([NH:20][CH3:21])[CH:14]=1, predict the reaction product. (3) Given the reactants [Cl:1][C:2]1[CH:7]=[CH:6][C:5]([OH:8])=[CH:4][CH:3]=1.Br[C:10]1([C:14](OCC)=O)[CH2:13][CH2:12][CH2:11]1.[C:19](=[O:22])([O-])[O-:20].[K+].[K+].[CH3:25]N(C=O)C, predict the reaction product. The product is: [CH2:14]([CH:10]1[CH2:11][CH2:12][C:13]1([O:8][C:5]1[CH:6]=[CH:7][C:2]([Cl:1])=[CH:3][CH:4]=1)[C:19]([OH:20])=[O:22])[CH3:25]. (4) Given the reactants [C:1]1([CH3:15])[CH:6]=[C:5]([CH3:7])[CH:4]=[C:3]([CH3:8])[C:2]=1[O:9][CH2:10][C:11](OC)=[O:12].O.[NH2:17][NH2:18], predict the reaction product. The product is: [C:1]1([CH3:15])[CH:6]=[C:5]([CH3:7])[CH:4]=[C:3]([CH3:8])[C:2]=1[O:9][CH2:10][C:11]([NH:17][NH2:18])=[O:12].